Regression/Classification. Given a drug SMILES string, predict its absorption, distribution, metabolism, or excretion properties. Task type varies by dataset: regression for continuous measurements (e.g., permeability, clearance, half-life) or binary classification for categorical outcomes (e.g., BBB penetration, CYP inhibition). Dataset: cyp2c9_veith. From a dataset of CYP2C9 inhibition data for predicting drug metabolism from PubChem BioAssay. (1) The drug is COCC(=O)N1CCC2(CCN(Cc3cc(C(F)(F)F)cc(C(F)(F)F)c3)CC2)CC1. The result is 0 (non-inhibitor). (2) The result is 1 (inhibitor). The drug is O=C(O)C(O)(c1ccc(-c2ccccc2)cc1)c1ccc(-c2ccccc2)cc1. (3) The compound is O=C(Nc1ccccc1N1CCN(C(=O)c2ccccc2)CC1)c1cc(Br)ccc1Cl. The result is 1 (inhibitor). (4) The drug is CS(=O)(=O)Nc1cccc(-c2nc(NC3CC3)c3ccccc3n2)c1. The result is 0 (non-inhibitor). (5) The molecule is COc1ccc2c3c([nH]c2c1)[C@H]1C[C@H]2[C@H](C(=O)O)[C@@H](OC)[C@H](O)C[C@H]2CN1CC3. The result is 0 (non-inhibitor). (6) The drug is C[C@@H]1C[C@H]2[C@@H]3C[C@H](F)C4=CC(=O)C=C[C@@]4(C)[C@]3(F)[C@H](O)C[C@]2(C)[C@@]1(O)C(=O)CO. The result is 0 (non-inhibitor). (7) The compound is O=P([O-])(O)C(Cl)(Cl)P(=O)([O-])O.[Na+].[Na+]. The result is 0 (non-inhibitor). (8) The compound is NS(=O)(=O)c1ccc(NCc2ccccc2OCc2ccccc2F)cc1. The result is 1 (inhibitor). (9) The compound is O=C(CC1c2ccccc2Oc2ccccc21)N1CCN(c2ccccn2)CC1. The result is 1 (inhibitor).